Dataset: Reaction yield outcomes from USPTO patents with 853,638 reactions. Task: Predict the reaction yield, written as a fraction of the theoretical maximum amount of product (1.0 means a 100% yield; for example, 0.34 means a 34% yield). (1) The reactants are C([Si]([C:11]#[C:12][C:13]1[CH:18]=[CH:17][N:16]2[CH:19]=[CH:20][N:21]=[C:15]2[CH:14]=1)(C(C)C)C(C)C)(C)C.[F-].C([N+](CCCC)(CCCC)CCCC)CCC. The catalyst is C1COCC1. The product is [C:12]([C:13]1[CH:18]=[CH:17][N:16]2[CH:19]=[CH:20][N:21]=[C:15]2[CH:14]=1)#[CH:11]. The yield is 0.710. (2) The catalyst is C(#N)C. The product is [Br:11][C:6]1[CH:5]=[C:4]2[C:9](=[CH:8][CH:7]=1)[NH:1][C:2](=[O:10])[CH2:3]2. The reactants are [NH:1]1[C:9]2[C:4](=[CH:5][CH:6]=[CH:7][CH:8]=2)[CH2:3][C:2]1=[O:10].[Br:11]N1C(=O)CCC1=O. The yield is 0.900. (3) The reactants are [NH2:1][C@@H:2]([CH2:5][O:6][CH2:7][C:8]1[CH:13]=[CH:12][CH:11]=[CH:10][CH:9]=1)[CH2:3][OH:4].Cl[C:15]([O:17][CH2:18][CH:19]=[CH2:20])=[O:16].C([O-])(O)=O.[Na+]. The catalyst is C(Cl)Cl. The product is [CH2:18]([O:17][C:15]([NH:1][C@@H:2]([CH2:5][O:6][CH2:7][C:8]1[CH:13]=[CH:12][CH:11]=[CH:10][CH:9]=1)[CH2:3][OH:4])=[O:16])[CH:19]=[CH2:20]. The yield is 0.940.